Task: Predict which catalyst facilitates the given reaction.. Dataset: Catalyst prediction with 721,799 reactions and 888 catalyst types from USPTO (1) Reactant: [CH3:1][C:2]1([CH3:15])[C@@H:4]2[CH2:5][C:6]3[C:10]([C@H:3]12)=[C:9]([CH3:11])[S:8][C:7]=3[C:12](=[O:14])[CH3:13].[CH:16]([C:18]1[CH:23]=[CH:22][C:21]([CH2:24][CH2:25][C:26]([OH:28])=[O:27])=[CH:20][CH:19]=1)=O.[OH-].[Na+].Cl. Product: [O:14]=[C:12]([C:7]1[S:8][C:9]([CH3:11])=[C:10]2[C:6]=1[CH2:5][C@H:4]1[C:2]([CH3:15])([CH3:1])[C@H:3]12)[CH:13]=[CH:16][C:18]1[CH:19]=[CH:20][C:21]([CH2:24][CH2:25][C:26]([OH:28])=[O:27])=[CH:22][CH:23]=1. The catalyst class is: 24. (2) Reactant: [Br:1][C:2]1[C:10]2[CH:9]=[N:8][C:7](Cl)=[N:6][C:5]=2[N:4]([CH2:12][C@@H:13]2[CH2:18][CH2:17][CH2:16][N:15]([C:19]([O:21][C:22]([CH3:25])([CH3:24])[CH3:23])=[O:20])[CH2:14]2)[C:3]=1[C:26]1[C:31]([Cl:32])=[CH:30][CH:29]=[CH:28][C:27]=1[Cl:33].[F:34][C:35]1[CH:36]=[C:37]([CH:40]=[CH:41][C:42]=1[F:43])[CH2:38][NH2:39]. Product: [Br:1][C:2]1[C:10]2[CH:9]=[N:8][C:7]([NH:39][CH2:38][C:37]3[CH:40]=[CH:41][C:42]([F:43])=[C:35]([F:34])[CH:36]=3)=[N:6][C:5]=2[N:4]([CH2:12][C@@H:13]2[CH2:18][CH2:17][CH2:16][N:15]([C:19]([O:21][C:22]([CH3:25])([CH3:24])[CH3:23])=[O:20])[CH2:14]2)[C:3]=1[C:26]1[C:31]([Cl:32])=[CH:30][CH:29]=[CH:28][C:27]=1[Cl:33]. The catalyst class is: 25. (3) Product: [F:1][C:2]([F:18])([F:19])[C:3]([N:5]1[CH2:6][CH2:7][C:8]2[C:13](=[CH:12][C:11]([C:14]([F:17])([F:16])[F:15])=[CH:10][CH:9]=2)[CH2:20]1)=[O:4]. The catalyst class is: 15. Reactant: [F:1][C:2]([F:19])([F:18])[C:3]([NH:5][CH2:6][CH2:7][C:8]1[CH:13]=[CH:12][C:11]([C:14]([F:17])([F:16])[F:15])=[CH:10][CH:9]=1)=[O:4].[CH2:20]=O.S(=O)(=O)(O)O. (4) Reactant: [OH:1][C@:2]([C:12]1[CH:17]=[CH:16][CH:15]=[C:14]([OH:18])[CH:13]=1)([C:6]1[CH:11]=[CH:10][CH:9]=[CH:8][CH:7]=1)[C:3]([OH:5])=[O:4].C(=O)([O-])O.[K+].S(O[CH2:35][CH:36]1[CH2:41][CH2:40][N:39]([C:42]([O:44][C:45]([CH3:48])([CH3:47])[CH3:46])=[O:43])[CH2:38][CH2:37]1)(C1C=CC(C)=CC=1)(=O)=O. Product: [OH:1][C@:2]([C:12]1[CH:17]=[CH:16][CH:15]=[C:14]([OH:18])[CH:13]=1)([C:6]1[CH:7]=[CH:8][CH:9]=[CH:10][CH:11]=1)[C:3]([O:5][CH2:35][CH:36]1[CH2:41][CH2:40][N:39]([C:42]([O:44][C:45]([CH3:46])([CH3:48])[CH3:47])=[O:43])[CH2:38][CH2:37]1)=[O:4]. The catalyst class is: 39. (5) Reactant: [NH2:1][C:2]1[CH:9]=[CH:8][C:5]([C:6]#[N:7])=[C:4]([Cl:10])[CH:3]=1.[O:11]=[C:12]1[O:16][C@H:15]([C:17](O)=[O:18])[CH2:14][CH2:13]1.C(P1(=O)OP(CCC)(=O)OP(CCC)(=O)O1)CC.CCN(C(C)C)C(C)C. Product: [Cl:10][C:4]1[CH:3]=[C:2]([NH:1][C:17]([C@@H:15]2[CH2:14][CH2:13][C:12](=[O:11])[O:16]2)=[O:18])[CH:9]=[CH:8][C:5]=1[C:6]#[N:7]. The catalyst class is: 84.